Dataset: Reaction yield outcomes from USPTO patents with 853,638 reactions. Task: Predict the reaction yield, written as a fraction of the theoretical maximum amount of product (1.0 means a 100% yield; for example, 0.34 means a 34% yield). (1) The reactants are Cl[C:2]1[N:7]=[C:6]([C:8]2[CH:13]=[CH:12][CH:11]=[CH:10][C:9]=2[Cl:14])[N:5]=[C:4]([NH:15][C:16]2[CH:20]=[C:19]([CH3:21])[NH:18][N:17]=2)[CH:3]=1.C([N:25]([CH2:29][CH3:30])[CH:26](C)C)(C)C.N1CCC1. The catalyst is C(O)CCC. The product is [N:25]1([C:2]2[N:7]=[C:6]([C:8]3[CH:13]=[CH:12][CH:11]=[CH:10][C:9]=3[Cl:14])[N:5]=[C:4]([NH:15][C:16]3[CH:20]=[C:19]([CH3:21])[NH:18][N:17]=3)[CH:3]=2)[CH2:26][CH2:30][CH2:29]1. The yield is 0.760. (2) The reactants are [Br:1][C:2]1[CH:7]=[C:6](O)[C:5]([Br:9])=[CH:4][C:3]=1[OH:10].[C:11]([O-:14])([O-])=O.[K+].[K+].Br[CH2:18][CH2:19][CH2:20][CH2:21][CH2:22][CH2:23][CH2:24][CH2:25][CH2:26][CH2:27][CH2:28][CH3:29]. The catalyst is CS(C)=O. The product is [Br:9][C:5]1[CH:4]=[C:3]([O:10][CH2:18][CH2:19][CH2:20][CH2:21][CH2:22][CH2:23][CH2:24][CH2:25][CH2:26][CH2:27][CH2:28][CH3:29])[C:2]([Br:1])=[CH:7][C:6]=1[O:14][CH2:11][CH2:28][CH2:27][CH2:26][CH2:25][CH2:24][CH2:23][CH2:22][CH2:21][CH2:20][CH2:19][CH3:18]. The yield is 0.736. (3) The reactants are [C:1]([C:4]1[C:9]([OH:10])=[CH:8][C:7]([OH:11])=[C:6]([C:12]2[CH:17]=[CH:16][CH:15]=[CH:14][CH:13]=2)[C:5]=1[CH2:18][C:19]([O:21][CH3:22])=[O:20])(=O)[CH3:2].C(N(CC)CC)C.[C:30](Cl)(=[O:33])[O:31][CH3:32].[BH4-].[Na+]. The catalyst is O1CCCC1.O. The product is [CH2:1]([C:4]1[C:5]([CH2:18][C:19]([O:21][CH3:22])=[O:20])=[C:6]([C:12]2[CH:13]=[CH:14][CH:15]=[CH:16][CH:17]=2)[C:7]([OH:11])=[CH:8][C:9]=1[O:10][C:30]([O:31][CH3:32])=[O:33])[CH3:2]. The yield is 0.640. (4) The reactants are [Cl-].O[NH3+:3].[C:4](=[O:7])([O-])[OH:5].[Na+].CS(C)=O.[F:13][CH2:14][C:15]([OH:54])([CH3:53])[CH2:16][O:17][C@H:18]1[CH2:23][CH2:22][C@H:21]([N:24]2[C:29](=[O:30])[C:28]([CH2:31][C:32]3[CH:37]=[CH:36][C:35]([C:38]4[C:39]([C:44]#[N:45])=[CH:40][CH:41]=[CH:42][CH:43]=4)=[CH:34][CH:33]=3)=[C:27]([CH2:46][CH2:47][CH3:48])[N:26]3[N:49]=[C:50]([CH3:52])[N:51]=[C:25]23)[CH2:20][CH2:19]1. The catalyst is O.C(OCC)(=O)C. The product is [F:13][CH2:14][C:15]([OH:54])([CH3:53])[CH2:16][O:17][C@H:18]1[CH2:23][CH2:22][C@H:21]([N:24]2[C:29](=[O:30])[C:28]([CH2:31][C:32]3[CH:37]=[CH:36][C:35]([C:38]4[CH:43]=[CH:42][CH:41]=[CH:40][C:39]=4[C:44]4[NH:3][C:4](=[O:7])[O:5][N:45]=4)=[CH:34][CH:33]=3)=[C:27]([CH2:46][CH2:47][CH3:48])[N:26]3[N:49]=[C:50]([CH3:52])[N:51]=[C:25]23)[CH2:20][CH2:19]1. The yield is 0.630.